This data is from Catalyst prediction with 721,799 reactions and 888 catalyst types from USPTO. The task is: Predict which catalyst facilitates the given reaction. (1) Reactant: [C:1]1([C:7]2[C:15]3[C:10](=[CH:11][C:12]([C:16]([OH:18])=[O:17])=[CH:13][CH:14]=3)[NH:9][CH:8]=2)[CH2:6][CH2:5][CH2:4][CH2:3][CH:2]=1.[C:19]([O-])([O-])=O.[K+].[K+].CI. Product: [C:1]1([C:7]2[C:15]3[C:10](=[CH:11][C:12]([C:16]([O:18][CH3:19])=[O:17])=[CH:13][CH:14]=3)[NH:9][CH:8]=2)[CH2:6][CH2:5][CH2:4][CH2:3][CH:2]=1. The catalyst class is: 3. (2) Reactant: [O:1]=[C:2]1[C:6]2([CH2:11][CH2:10][N:9]([C:12]([O:14][CH2:15][C:16]3[CH:21]=[CH:20][CH:19]=[CH:18][CH:17]=3)=[O:13])[CH2:8][CH2:7]2)[N:5]([C:22]2[CH:27]=[CH:26][CH:25]=[CH:24][CH:23]=2)[CH2:4][NH:3]1.C[Si]([N-][Si](C)(C)C)(C)C.[Na+].O1CCCC1.Br[CH2:44][C:45]1[CH:46]=[C:47]([CH:55]=[CH:56][CH:57]=1)[C:48]([O:50][C:51]([CH3:54])([CH3:53])[CH3:52])=[O:49]. Product: [C:51]([O:50][C:48]([C:47]1[CH:46]=[C:45]([CH:57]=[CH:56][CH:55]=1)[CH2:44][N:3]1[C:2](=[O:1])[C:6]2([CH2:7][CH2:8][N:9]([C:12]([O:14][CH2:15][C:16]3[CH:17]=[CH:18][CH:19]=[CH:20][CH:21]=3)=[O:13])[CH2:10][CH2:11]2)[N:5]([C:22]2[CH:27]=[CH:26][CH:25]=[CH:24][CH:23]=2)[CH2:4]1)=[O:49])([CH3:54])([CH3:52])[CH3:53]. The catalyst class is: 42. (3) Product: [C:40]([C:44]1[N:48]([CH2:49][CH:50]2[CH2:55][CH2:54][O:53][CH2:52][CH2:51]2)[C:47]2[CH:56]=[CH:57][C:58]([S:60]([N:63]3[CH:67]=[C:66]([C:68]([NH:6][CH2:5][CH:1]4[CH2:4][CH2:3][CH2:2]4)=[O:69])[CH:65]=[N:64]3)(=[O:62])=[O:61])=[CH:59][C:46]=2[N:45]=1)([CH3:43])([CH3:41])[CH3:42]. Reactant: [CH:1]1([CH2:5][NH2:6])[CH2:4][CH2:3][CH2:2]1.CN(C(ON1N=NC2C=CC=NC1=2)=[N+](C)C)C.F[P-](F)(F)(F)(F)F.CCN(C(C)C)C(C)C.[C:40]([C:44]1[N:48]([CH2:49][CH:50]2[CH2:55][CH2:54][O:53][CH2:52][CH2:51]2)[C:47]2[CH:56]=[CH:57][C:58]([S:60]([N:63]3[CH:67]=[C:66]([C:68](O)=[O:69])[CH:65]=[N:64]3)(=[O:62])=[O:61])=[CH:59][C:46]=2[N:45]=1)([CH3:43])([CH3:42])[CH3:41]. The catalyst class is: 3. (4) The catalyst class is: 8. Product: [CH:17]1(/[CH:22]=[C:11]2/[C:2](=[O:1])[C:3]3[CH:4]=[CH:5][C:6]([C:12]([O:14][CH2:15][CH3:16])=[O:13])=[N:7][C:8]=3[CH2:9][CH2:10]/2)[CH2:21][CH2:20][CH2:19][CH2:18]1. Reactant: [O:1]=[C:2]1[CH2:11][CH2:10][CH2:9][C:8]2[N:7]=[C:6]([C:12]([O:14][CH2:15][CH3:16])=[O:13])[CH:5]=[CH:4][C:3]1=2.[CH:17]1([CH:22]=O)[CH2:21][CH2:20][CH2:19][CH2:18]1.N1CCCC1.